This data is from Kir2.1 potassium channel HTS with 301,493 compounds. The task is: Binary Classification. Given a drug SMILES string, predict its activity (active/inactive) in a high-throughput screening assay against a specified biological target. (1) The compound is O=C(NCC1(N(C)C)CCCCC1)c1cc(ccc1)C#N. The result is 0 (inactive). (2) The molecule is S1\C(C(=O)N(CC(=O)Nc2cc(O)c(cc2)C(O)=O)C1=S)=C/c1occc1. The result is 0 (inactive). (3) The drug is S(=O)(=O)(N1C(CCC1)C(OCc1occc1)=O)c1ccc(cc1)C. The result is 0 (inactive). (4) The molecule is Brc1c(n(nc1)C)NC(=O)CSc1ccc(Cl)cc1. The result is 0 (inactive). (5) The compound is O=c1n(CC(=O)c2ccc(cc2)C)cnc2c1cccc2. The result is 0 (inactive). (6) The compound is S(=O)(=O)(N1CCCc2c1cccc2)c1ccc(F)cc1. The result is 1 (active).